The task is: Predict the product of the given reaction.. This data is from Forward reaction prediction with 1.9M reactions from USPTO patents (1976-2016). (1) Given the reactants CC(C)(C)CC([N:6]1[CH2:10][C@H:9]([C:11]2[CH:16]=[CH:15][CH:14]=[CH:13][CH:12]=2)[C@@H:8](C=O)[CH2:7]1)=O.C(O[BH-](OC(=O)C)OC(=O)C)(=O)C.[Na+].[Cl:35]CCCl, predict the reaction product. The product is: [ClH:35].[C:11]1([CH:9]2[CH2:10][NH:6][CH2:7][CH2:8]2)[CH:16]=[CH:15][CH:14]=[CH:13][CH:12]=1. (2) Given the reactants [CH2:1]([C:5]1[CH:6]=[N:7][C:8]([Cl:14])=[C:9]([CH:13]=1)[C:10]([OH:12])=O)[CH2:2][CH2:3][CH3:4].Cl.[Cl:16][C:17]1[CH:18]=[C:19]([CH2:23][CH2:24][O:25][CH2:26][C:27]([NH2:29])=[NH:28])[CH:20]=[CH:21][CH:22]=1.CN(C(ON1N=NC2C=CC=CC1=2)=[N+](C)C)C.[B-](F)(F)(F)F.CCN(C(C)C)C(C)C, predict the reaction product. The product is: [CH2:1]([C:5]1[CH:6]=[N:7][C:8]([Cl:14])=[C:9]([CH:13]=1)[C:10]([NH:29][C:27](=[NH:28])[CH2:26][O:25][CH2:24][CH2:23][C:19]1[CH:20]=[CH:21][CH:22]=[C:17]([Cl:16])[CH:18]=1)=[O:12])[CH2:2][CH2:3][CH3:4]. (3) Given the reactants [CH3:1][CH:2]([C:4]([O:6][C:7]1[CH:8]=[CH:9][C:10]([CH2:29][OH:30])=[CH:11][C:12]=1[C@@H:13]([C:23]1[CH:24]=[CH:25][CH:26]=[CH:27][CH:28]=1)[CH2:14][CH2:15][N:16]([CH:20]([CH3:22])[CH3:21])[CH:17]([CH3:19])[CH3:18])=[O:5])[CH3:3].[C:31]([OH:38])(=[O:37])/[CH:32]=[CH:33]/[C:34]([OH:36])=[O:35].CC(=O)CC, predict the reaction product. The product is: [CH3:3][CH:2]([C:4]([O:6][C:7]1[CH:8]=[CH:9][C:10]([CH2:29][OH:30])=[CH:11][C:12]=1[C@@H:13]([C:23]1[CH:28]=[CH:27][CH:26]=[CH:25][CH:24]=1)[CH2:14][CH2:15][N:16]([CH:20]([CH3:21])[CH3:22])[CH:17]([CH3:18])[CH3:19])=[O:5])[CH3:1].[CH:32](/[C:31]([OH:38])=[O:37])=[CH:33]\[C:34]([OH:36])=[O:35]. (4) The product is: [ClH:57].[ClH:57].[OH:1][C:2]1[CH:3]=[CH:4][C:5]([N:8]([CH3:56])[C:9]([C:11]2[CH:12]=[C:13]([C:20]3[CH:21]=[C:22]4[C:27](=[CH:28][C:29]=3[C:30]([N:32]3[C@H:41]([CH2:42][N:43]5[CH2:44][CH2:45][O:46][CH2:47][CH2:48]5)[CH2:40][C:39]5[C:34](=[CH:35][CH:36]=[CH:37][CH:38]=5)[CH2:33]3)=[O:31])[CH2:26][NH:25][CH2:24][CH2:23]4)[N:14]3[C:19]=2[CH2:18][CH2:17][CH2:16][CH2:15]3)=[O:10])=[CH:6][CH:7]=1. Given the reactants [OH:1][C:2]1[CH:7]=[CH:6][C:5]([N:8]([CH3:56])[C:9]([C:11]2[CH:12]=[C:13]([C:20]3[CH:21]=[C:22]4[C:27](=[CH:28][C:29]=3[C:30]([N:32]3[C@H:41]([CH2:42][N:43]5[CH2:48][CH2:47][O:46][CH2:45][CH2:44]5)[CH2:40][C:39]5[C:34](=[CH:35][CH:36]=[CH:37][CH:38]=5)[CH2:33]3)=[O:31])[CH2:26][N:25](C(OC(C)(C)C)=O)[CH2:24][CH2:23]4)[N:14]3[C:19]=2[CH2:18][CH2:17][CH2:16][CH2:15]3)=[O:10])=[CH:4][CH:3]=1.[ClH:57].CC(O)C, predict the reaction product. (5) The product is: [Cl:1][C:2]1[CH:3]=[C:4]([CH:19]=[CH:20][C:21]=1[Cl:22])[CH2:5][C:6]1[C:7](=[O:18])[O:8][C:9]2[C:14]([C:15]=1[CH3:16])=[CH:13][CH:12]=[C:11]([O:17][C:34]([N:24]1[C:33]3[C:28](=[CH:29][CH:30]=[CH:31][CH:32]=3)[CH2:27][CH2:26][CH2:25]1)=[O:35])[CH:10]=2. Given the reactants [Cl:1][C:2]1[CH:3]=[C:4]([CH:19]=[CH:20][C:21]=1[Cl:22])[CH2:5][C:6]1[C:7](=[O:18])[O:8][C:9]2[C:14]([C:15]=1[CH3:16])=[CH:13][CH:12]=[C:11]([OH:17])[CH:10]=2.[I-].[N:24]1([C:34](N2C=C[N+](C)=C2)=[O:35])[C:33]2[C:28](=[CH:29][CH:30]=[CH:31][CH:32]=2)[CH2:27][CH2:26][CH2:25]1, predict the reaction product. (6) Given the reactants C(OC(=O)[NH:7][C@H:8]1[CH2:13][CH2:12][C@@H:11]([CH2:14][NH:15][C:16](=[O:26])[C:17]2[CH:22]=[CH:21][CH:20]=[C:19]([N+:23]([O-:25])=[O:24])[CH:18]=2)[CH2:10][CH2:9]1)(C)(C)C.[ClH:28].CCOCC, predict the reaction product. The product is: [ClH:28].[NH2:7][C@@H:8]1[CH2:9][CH2:10][C@H:11]([CH2:14][NH:15][C:16](=[O:26])[C:17]2[CH:22]=[CH:21][CH:20]=[C:19]([N+:23]([O-:25])=[O:24])[CH:18]=2)[CH2:12][CH2:13]1.